This data is from Forward reaction prediction with 1.9M reactions from USPTO patents (1976-2016). The task is: Predict the product of the given reaction. (1) Given the reactants C1(P(C2CCCCC2)C2C=CC=CC=2C2C(C(C)C)=CC(C(C)C)=CC=2C(C)C)CCCCC1.[CH3:35][S:36]([C:39]1[CH:44]=[CH:43][C:42]([C:45]2[C:46]([NH2:57])=[CH:47][C:48]([N:51]3[CH2:56][CH2:55][O:54][CH2:53][CH2:52]3)=[N:49][CH:50]=2)=[CH:41][CH:40]=1)(=[O:38])=[O:37].Cl[C:59]1[C:68]2[C:63](=[CH:64][C:65]([F:70])=[CH:66][C:67]=2[F:69])[N:62]=[C:61]([N:71]2[CH2:75][CH2:74][CH2:73][C:72]2=[O:76])[C:60]=1[CH3:77].CC(C)([O-])C.[Na+], predict the reaction product. The product is: [F:69][C:67]1[CH:66]=[C:65]([F:70])[CH:64]=[C:63]2[C:68]=1[C:59]([NH:57][C:46]1[C:45]([C:42]3[CH:41]=[CH:40][C:39]([S:36]([CH3:35])(=[O:37])=[O:38])=[CH:44][CH:43]=3)=[CH:50][N:49]=[C:48]([N:51]3[CH2:56][CH2:55][O:54][CH2:53][CH2:52]3)[CH:47]=1)=[C:60]([CH3:77])[C:61]([N:71]1[CH2:75][CH2:74][CH2:73][C:72]1=[O:76])=[N:62]2. (2) Given the reactants [N+:1]([C:4]1[CH:5]=[C:6]([S:10]([NH:13][C:14]2[CH:15]=[C:16]([CH2:20][CH:21]([NH:27][C:28](=[O:37])[CH2:29][CH2:30][C:31]3[CH:36]=[CH:35][CH:34]=[CH:33][CH:32]=3)[C:22]([O:24][CH2:25][CH3:26])=[O:23])[CH:17]=[CH:18][CH:19]=2)(=[O:12])=[O:11])[CH:7]=[CH:8][CH:9]=1)([O-])=O.[Sn](Cl)Cl, predict the reaction product. The product is: [NH2:1][C:4]1[CH:5]=[C:6]([S:10]([NH:13][C:14]2[CH:15]=[C:16]([CH2:20][CH:21]([NH:27][C:28](=[O:37])[CH2:29][CH2:30][C:31]3[CH:36]=[CH:35][CH:34]=[CH:33][CH:32]=3)[C:22]([O:24][CH2:25][CH3:26])=[O:23])[CH:17]=[CH:18][CH:19]=2)(=[O:11])=[O:12])[CH:7]=[CH:8][CH:9]=1. (3) Given the reactants [CH3:1][O:2][C:3]([NH:5][C@H:6]([C:10]([N:12]1[C@H:17]([C:18]2[NH:22][C:21]3[C:23]4[C:28]([CH:29]=[CH:30][C:20]=3[N:19]=2)=[CH:27][C:26]2[C:31]3[C:36]([CH2:37][O:38][C:25]=2[CH:24]=4)=[CH:35][C:34]([C:39]2[NH:43][C:42]([C@@H:44]4[CH2:48][C@H:47]([CH2:49][O:50][CH3:51])[CH2:46][N:45]4C(OC(C)(C)C)=O)=[N:41][CH:40]=2)=[CH:33][CH:32]=3)[CH2:16][C@H:15]2[C@@H:13]1[CH2:14]2)=[O:11])[CH:7]([CH3:9])[CH3:8])=[O:4].Cl.[CH3:60][O:61][C:62]([NH:64][C@H:65]([C:69]1[CH:74]=[CH:73][CH:72]=[CH:71][CH:70]=1)[C:66]([OH:68])=O)=[O:63].CCN(C(C)C)C(C)C.CCOC(C(C#N)=NOC(N1CCOCC1)=[N+](C)C)=O.F[P-](F)(F)(F)(F)F, predict the reaction product. The product is: [CH3:1][O:2][C:3]([NH:5][C@@H:6]([CH:7]([CH3:9])[CH3:8])[C:10]([N:12]1[C@H:17]([C:18]2[NH:22][C:21]3[C:23]4[C:28]([CH:29]=[CH:30][C:20]=3[N:19]=2)=[CH:27][C:26]2[C:31]3[C:36]([CH2:37][O:38][C:25]=2[CH:24]=4)=[CH:35][C:34]([C:39]2[NH:43][C:42]([C@@H:44]4[CH2:48][C@H:47]([CH2:49][O:50][CH3:51])[CH2:46][N:45]4[C:66](=[O:68])[C@H:65]([NH:64][C:62](=[O:63])[O:61][CH3:60])[C:69]4[CH:74]=[CH:73][CH:72]=[CH:71][CH:70]=4)=[N:41][CH:40]=2)=[CH:33][CH:32]=3)[CH2:16][C@H:15]2[C@@H:13]1[CH2:14]2)=[O:11])=[O:4]. (4) Given the reactants [CH3:1][CH:2]1[CH2:7][CH2:6][CH2:5][CH2:4][N:3]1[C:8]1[CH:16]=[CH:15][C:11]([C:12]([OH:14])=O)=[CH:10][C:9]=1[NH:17][S:18]([CH3:21])(=[O:20])=[O:19].[NH2:22][C:23](=[N:35]O)[C:24]1[CH:33]=[CH:32][C:27]([C:28]([O:30][CH3:31])=[O:29])=[C:26]([Cl:34])[CH:25]=1.Cl.C(N=C=NCCCN(C)C)C.CCN(C(C)C)C(C)C, predict the reaction product. The product is: [Cl:34][C:26]1[CH:25]=[C:24]([C:23]2[N:22]=[C:12]([C:11]3[CH:15]=[CH:16][C:8]([N:3]4[CH2:4][CH2:5][CH2:6][CH2:7][CH:2]4[CH3:1])=[C:9]([NH:17][S:18]([CH3:21])(=[O:20])=[O:19])[CH:10]=3)[O:14][N:35]=2)[CH:33]=[CH:32][C:27]=1[C:28]([O:30][CH3:31])=[O:29]. (5) Given the reactants [C:1]([CH2:5][C:6]([O:8][CH2:9][CH3:10])=[O:7])(=[O:4])[CH2:2][CH3:3].C(OCC)(=O)CC(C)=O, predict the reaction product. The product is: [OH:4][CH:1]([CH2:2][CH3:3])[CH2:5][C:6]([O:8][CH2:9][CH3:10])=[O:7]. (6) Given the reactants C(OC([N:8]1[CH2:13][CH2:12][NH:11][C@@H:10]([CH2:14][C:15]#[N:16])[CH2:9]1)=O)(C)(C)C.Cl, predict the reaction product. The product is: [NH:11]1[CH2:12][CH2:13][NH:8][CH2:9][C@@H:10]1[CH2:14][C:15]#[N:16]. (7) The product is: [C:13]1([CH2:12][N:11]2[CH2:10][CH2:9][N:8]([CH2:20][C:21]3[CH:22]=[CH:23][CH:24]=[CH:25][CH:26]=3)[CH2:7][CH:6]2[C:2]2([OH:1])[CH2:5][N:4]([C:31]([O:33][C:34]([CH3:37])([CH3:36])[CH3:35])=[O:32])[CH2:3]2)[CH:14]=[CH:15][CH:16]=[CH:17][CH:18]=1. Given the reactants [OH:1][C:2]1([CH:6]2[N:11]([CH2:12][C:13]3[CH:18]=[CH:17][CH:16]=[CH:15][CH:14]=3)[C:10](=O)[CH2:9][N:8]([CH2:20][C:21]3[CH:26]=[CH:25][CH:24]=[CH:23][CH:22]=3)[C:7]2=O)[CH2:5][NH:4][CH2:3]1.[BH4-].[Na+].Cl.[C:31](O[C:31]([O:33][C:34]([CH3:37])([CH3:36])[CH3:35])=[O:32])([O:33][C:34]([CH3:37])([CH3:36])[CH3:35])=[O:32], predict the reaction product.